From a dataset of Reaction yield outcomes from USPTO patents with 853,638 reactions. Predict the reaction yield, written as a fraction of the theoretical maximum amount of product (1.0 means a 100% yield; for example, 0.34 means a 34% yield). (1) The reactants are Br[CH2:2][C:3]1[C:12]2[C:7](=[CH:8][CH:9]=[CH:10][CH:11]=2)[C:6]([CH:13]=[O:14])=[CH:5][CH:4]=1.[C:15]1(=[O:25])[NH:19][C:18](=[O:20])[C:17]2=[CH:21][CH:22]=[CH:23][CH:24]=[C:16]12.[K]. The catalyst is CN(C=O)C.O. The product is [O:20]=[C:18]1[C:17]2[C:16](=[CH:24][CH:23]=[CH:22][CH:21]=2)[C:15](=[O:25])[N:19]1[CH2:2][C:3]1[C:12]2[C:7](=[CH:8][CH:9]=[CH:10][CH:11]=2)[C:6]([CH:13]=[O:14])=[CH:5][CH:4]=1. The yield is 0.980. (2) The product is [ClH:6].[Cl:6][CH2:7][CH2:8][N:1]1[CH2:5][CH2:4][CH2:3][CH2:2]1. The catalyst is C1(C)C=CC=CC=1. The yield is 0.623. The reactants are [NH:1]1[CH2:5][CH2:4][CH2:3][CH2:2]1.[Cl:6][CH2:7][CH2:8]CO. (3) The reactants are Br[CH2:2][CH2:3][CH2:4][C:5]([O:7][CH2:8][CH3:9])=[O:6].[NH:10]1[CH2:15][CH2:14][CH2:13][CH2:12][CH2:11]1. The catalyst is C(#N)C. The product is [N:10]1([CH2:2][CH2:3][CH2:4][C:5]([O:7][CH2:8][CH3:9])=[O:6])[CH2:15][CH2:14][CH2:13][CH2:12][CH2:11]1. The yield is 0.960. (4) The reactants are Cl[C:2]1[C:3]([N:39]2[CH2:44][C@@H:43]([NH:45][C:46]([O:48][C:49]([CH3:52])([CH3:51])[CH3:50])=[O:47])[CH2:42][C@@H:41]([NH:53][C:54]([O:56][C:57]([CH3:60])([CH3:59])[CH3:58])=[O:55])[CH2:40]2)=[N:4][C:5]([N:17]2[CH2:22][C@@H:21]([NH:23][C:24]([O:26][C:27]([CH3:30])([CH3:29])[CH3:28])=[O:25])[CH2:20][C@@H:19]([NH:31][C:32]([O:34][C:35]([CH3:38])([CH3:37])[CH3:36])=[O:33])[CH2:18]2)=[C:6](Cl)[C:7]=1[NH:8][C:9]1[CH:14]=[CH:13][C:12]([NH2:15])=[CH:11][CH:10]=1.C([O-])=O.[NH4+]. The catalyst is CO.[Pd]. The product is [C:57]([O:56][C:54]([NH:53][C@@H:41]1[CH2:42][C@H:43]([NH:45][C:46]([O:48][C:49]([CH3:52])([CH3:51])[CH3:50])=[O:47])[CH2:44][N:39]([C:3]2[CH:2]=[C:7]([NH:8][C:9]3[CH:14]=[CH:13][C:12]([NH2:15])=[CH:11][CH:10]=3)[CH:6]=[C:5]([N:17]3[CH2:22][C@@H:21]([NH:23][C:24]([O:26][C:27]([CH3:30])([CH3:29])[CH3:28])=[O:25])[CH2:20][C@@H:19]([NH:31][C:32]([O:34][C:35]([CH3:38])([CH3:37])[CH3:36])=[O:33])[CH2:18]3)[N:4]=2)[CH2:40]1)=[O:55])([CH3:58])([CH3:59])[CH3:60]. The yield is 0.423. (5) The reactants are [C:1]([N:4]1[C:13]2[C:8](=[CH:9][C:10]([C:14]3[CH:15]=[CH:16][C:17]([C:20]([OH:22])=O)=[N:18][CH:19]=3)=[CH:11][CH:12]=2)[C@H:7]([NH2:23])[CH2:6][C@@H:5]1[CH3:24])(=[O:3])[CH3:2].[NH:25]1[CH2:30][CH2:29][O:28][CH2:27][CH2:26]1.CN(C(ON1N=NC2C=CC=NC1=2)=[N+](C)C)C.F[P-](F)(F)(F)(F)F.CCN(C(C)C)C(C)C. The catalyst is CN(C=O)C. The product is [NH2:23][C@H:7]1[C:8]2[C:13](=[CH:12][CH:11]=[C:10]([C:14]3[CH:19]=[N:18][C:17]([C:20]([N:25]4[CH2:30][CH2:29][O:28][CH2:27][CH2:26]4)=[O:22])=[CH:16][CH:15]=3)[CH:9]=2)[N:4]([C:1](=[O:3])[CH3:2])[C@@H:5]([CH3:24])[CH2:6]1. The yield is 0.760. (6) The reactants are [NH2:1][C:2]1[CH:3]=[C:4]2[C:8](=[CH:9][CH:10]=1)[N:7]([CH2:11][C:12]1[CH:17]=[CH:16][CH:15]=[CH:14][CH:13]=1)[C:6]([C:18]([O:20][CH2:21][CH3:22])=[O:19])=[C:5]2[C:23]1[CH:28]=[CH:27][CH:26]=[CH:25][CH:24]=1.[CH2:29]([CH2:33][C:34](=O)[CH3:35])[C:30]([CH3:32])=O. The catalyst is C1(C)C=CC=CC=1. The product is [CH2:11]([N:7]1[C:8]2[C:4](=[CH:3][C:2]([N:1]3[C:34]([CH3:35])=[CH:33][CH:29]=[C:30]3[CH3:32])=[CH:10][CH:9]=2)[C:5]([C:23]2[CH:24]=[CH:25][CH:26]=[CH:27][CH:28]=2)=[C:6]1[C:18]([O:20][CH2:21][CH3:22])=[O:19])[C:12]1[CH:17]=[CH:16][CH:15]=[CH:14][CH:13]=1. The yield is 0.890.